From a dataset of Reaction yield outcomes from USPTO patents with 853,638 reactions. Predict the reaction yield, written as a fraction of the theoretical maximum amount of product (1.0 means a 100% yield; for example, 0.34 means a 34% yield). The reactants are [F:1][C:2]1[CH:7]=[C:6]([F:8])[C:5]([F:9])=[CH:4][C:3]=1[CH:10]1[CH2:15][CH:14]([C:16]([O:18]C)=[O:17])[CH2:13][CH2:12][N:11]1[C:20]([O:22][CH3:23])=[O:21].[Br-].[Li+].C(N(CC)CC)C.CC(OC)(C)C. The catalyst is C(#N)C.O. The product is [CH3:23][O:22][C:20]([N:11]1[CH2:12][CH2:13][CH:14]([C:16]([OH:18])=[O:17])[CH2:15][CH:10]1[C:3]1[CH:4]=[C:5]([F:9])[C:6]([F:8])=[CH:7][C:2]=1[F:1])=[O:21]. The yield is 0.840.